Dataset: Full USPTO retrosynthesis dataset with 1.9M reactions from patents (1976-2016). Task: Predict the reactants needed to synthesize the given product. (1) Given the product [Cl:23][C:22]1[C:17]([N:14]2[CH2:15][CH2:16][N:11]([C:9]3[NH:8][C:7]4[C:2]([C:34]5[CH:33]=[CH:32][CH:31]=[C:30]([F:29])[CH:35]=5)=[CH:3][C:4]([C:25]([F:28])([F:26])[F:27])=[CH:5][C:6]=4[N:10]=3)[C@H:12]([CH3:24])[CH2:13]2)=[N:18][CH:19]=[CH:20][CH:21]=1, predict the reactants needed to synthesize it. The reactants are: Br[C:2]1[C:7]2[NH:8][C:9]([N:11]3[CH2:16][CH2:15][N:14]([C:17]4[C:22]([Cl:23])=[CH:21][CH:20]=[CH:19][N:18]=4)[CH2:13][C@H:12]3[CH3:24])=[N:10][C:6]=2[CH:5]=[C:4]([C:25]([F:28])([F:27])[F:26])[CH:3]=1.[F:29][C:30]1[CH:31]=[C:32](B(O)O)[CH:33]=[CH:34][CH:35]=1. (2) Given the product [NH:19]1[CH:20]=[CH:21][CH:22]=[C:18]1[C:16]([N:8]([CH2:9][C:10]1[CH:15]=[CH:14][CH:13]=[CH:12][CH:11]=1)[CH2:7][C:6]([OH:23])=[O:5])=[O:17], predict the reactants needed to synthesize it. The reactants are: C([O:5][C:6](=[O:23])[CH2:7][N:8]([C:16]([C:18]1[NH:19][CH:20]=[CH:21][CH:22]=1)=[O:17])[CH2:9][C:10]1[CH:15]=[CH:14][CH:13]=[CH:12][CH:11]=1)(C)(C)C.C(O)(C(F)(F)F)=O. (3) Given the product [ClH:1].[ClH:65].[Cl:1][C:2]1[CH:7]=[CH:6][C:5]([C:8]2[CH:9]=[CH:10][C:11]([CH:14]([C:29]3([OH:35])[CH2:30][CH2:31][CH2:32][CH2:33][CH2:34]3)[CH2:15][N:16]3[CH2:17][CH2:18][NH:19][CH2:20][CH2:21]3)=[CH:12][CH:13]=2)=[CH:4][CH:3]=1, predict the reactants needed to synthesize it. The reactants are: [Cl:1][C:2]1[CH:7]=[CH:6][C:5]([C:8]2[CH:13]=[CH:12][C:11]([CH:14]([C:29]3([OH:35])[CH2:34][CH2:33][CH2:32][CH2:31][CH2:30]3)[CH2:15][N:16]3[CH2:21][CH2:20][N:19](C(OC(C)(C)C)=O)[CH2:18][CH2:17]3)=[CH:10][CH:9]=2)=[CH:4][CH:3]=1.BrC1C=CC(C(C2(O)CCCCC2)CN2CCN(C(OC(C)(C)C)=O)CC2)=CC=1.[Cl:65]C1C=CC(B(O)O)=CC=1.